Dataset: Catalyst prediction with 721,799 reactions and 888 catalyst types from USPTO. Task: Predict which catalyst facilitates the given reaction. (1) Reactant: [CH3:1][C:2](C)([O-:4])[CH3:3].[K+].[Br:7][C:8]1[CH:9]=[C:10]2[C:15](=[CH:16][CH:17]=1)[N:14]=[CH:13][N:12]=[C:11]2Cl.CC(O)C. Product: [Br:7][C:8]1[CH:9]=[C:10]2[C:15](=[CH:16][CH:17]=1)[N:14]=[CH:13][N:12]=[C:11]2[O:4][CH:2]([CH3:3])[CH3:1]. The catalyst class is: 1. (2) Reactant: [NH2:1][C:2]1[C:10]([CH3:11])=[CH:9][CH:8]=[CH:7][C:3]=1[C:4]([OH:6])=[O:5].[C:12](=O)([O-])[O-].[Cs+].[Cs+].CI. Product: [NH2:1][C:2]1[C:10]([CH3:11])=[CH:9][CH:8]=[CH:7][C:3]=1[C:4]([O:6][CH3:12])=[O:5]. The catalyst class is: 9. (3) Reactant: C([O:5][C:6](=O)[N:7]([CH2:9][CH2:10][NH:11][C:12]([C:14]1[N:15]=[CH:16][C:17]2[C:18](=[O:32])[N:19]([CH2:25][C:26]3[CH:31]=[CH:30][CH:29]=[CH:28][CH:27]=3)[CH:20]=[CH:21][C:22]=2[C:23]=1[OH:24])=[O:13])[CH3:8])(C)(C)C.FC(F)(F)C(O)=O.C(N(CC)CC)C.C(OCC)=O. Product: [CH:6]([N:7]([CH3:8])[CH2:9][CH2:10][NH:11][C:12]([C:14]1[N:15]=[CH:16][C:17]2[C:18](=[O:32])[N:19]([CH2:25][C:26]3[CH:27]=[CH:28][CH:29]=[CH:30][CH:31]=3)[CH:20]=[CH:21][C:22]=2[C:23]=1[OH:24])=[O:13])=[O:5]. The catalyst class is: 168. (4) Reactant: [CH2:1]([NH:8][C:9]1[C:14]2=[C:15]([C:18]3[CH:23]=[CH:22][CH:21]=[CH:20][CH:19]=3)[CH:16]=[CH:17][N:13]2[N:12]=[C:11](Cl)[N:10]=1)[C:2]1[CH:7]=[CH:6][CH:5]=[CH:4][CH:3]=1.B1(C=C)OB([CH:31]=[CH2:32])OB(C=C)O1.C1C=CN=CC=1.C(=O)([O-])[O-].[Cs+].[Cs+]. Product: [CH2:1]([NH:8][C:9]1[C:14]2=[C:15]([C:18]3[CH:23]=[CH:22][CH:21]=[CH:20][CH:19]=3)[CH:16]=[CH:17][N:13]2[N:12]=[C:11]([CH:31]=[CH2:32])[N:10]=1)[C:2]1[CH:7]=[CH:6][CH:5]=[CH:4][CH:3]=1. The catalyst class is: 38. (5) Reactant: [CH2:1]([O:8][C:9]1[C:13]([O:14][CH2:15][C:16]2[CH:21]=[CH:20][CH:19]=[CH:18][CH:17]=2)=[C:12]([C:22](=[O:26])[N:23]([CH3:25])[CH3:24])[N:11]([C:27]2[CH:32]=[CH:31][C:30]([OH:33])=[CH:29][CH:28]=2)[C:10]=1[C:34]([O:36][CH2:37][CH3:38])=[O:35])[C:2]1[CH:7]=[CH:6][CH:5]=[CH:4][CH:3]=1.Cl.Cl[CH2:41][CH2:42][CH2:43][N:44]1[CH2:49][CH2:48][O:47][CH2:46][CH2:45]1.C([O-])([O-])=O.[K+].[K+]. Product: [CH2:1]([O:8][C:9]1[C:13]([O:14][CH2:15][C:16]2[CH:21]=[CH:20][CH:19]=[CH:18][CH:17]=2)=[C:12]([C:22](=[O:26])[N:23]([CH3:25])[CH3:24])[N:11]([C:27]2[CH:32]=[CH:31][C:30]([O:33][CH2:41][CH2:42][CH2:43][N:44]3[CH2:49][CH2:48][O:47][CH2:46][CH2:45]3)=[CH:29][CH:28]=2)[C:10]=1[C:34]([O:36][CH2:37][CH3:38])=[O:35])[C:2]1[CH:7]=[CH:6][CH:5]=[CH:4][CH:3]=1. The catalyst class is: 3.